Dataset: Experimentally validated miRNA-target interactions with 360,000+ pairs, plus equal number of negative samples. Task: Binary Classification. Given a miRNA mature sequence and a target amino acid sequence, predict their likelihood of interaction. The miRNA is hsa-miR-3160-3p with sequence AGAGCUGAGACUAGAAAGCCCA. The protein sequence of the target gene is MDVPEPQPDPDGGDGPGHEPGGSPQDELDFSILFDYDYLNPIEEEPIAHKAISSPSGLAYPDDVLDYGLKPCNPLASLSGEPPGRFGEPDSIGFQNFLSPVKPAGASGPSPRIEITPSHELMQAGGALRGRDAGLSPEQPALALAGVAASPRFTLPVPGYEGYREPLCLSPASSGSSASFISDTFSPYTSPCVSPNNAGPDDLCPQFQNIPAHYSPRTSPIMSPRTSLAEDSCLGRHSPVPRPASRSSSPGAKRRHSCAEALVAPLPAASPQRSRSPSPQPSPHVALQDDSIPAGYPPTA.... Result: 0 (no interaction).